Task: Predict the reactants needed to synthesize the given product.. Dataset: Full USPTO retrosynthesis dataset with 1.9M reactions from patents (1976-2016) (1) The reactants are: C1C=CC(P(C2C(C3C(P(C4C=CC=CC=4)C4C=CC=CC=4)=CC=C4C=3C=CC=C4)=C3C(C=CC=C3)=CC=2)C2C=CC=CC=2)=CC=1.Br[C:48]1[CH:53]=[CH:52][CH:51]=[C:50]([N+:54]([O-:56])=[O:55])[CH:49]=1.Cl.Cl.[CH:59]([N:62]1[CH2:67][C@@H:66]2[CH2:68][C@H:63]1[CH2:64][NH:65]2)([CH3:61])[CH3:60].CC(C)([O-])C.[Na+]. Given the product [CH:59]([N:62]1[CH2:67][C@@H:66]2[CH2:68][C@H:63]1[CH2:64][N:65]2[C:48]1[CH:53]=[CH:52][CH:51]=[C:50]([N+:54]([O-:56])=[O:55])[CH:49]=1)([CH3:61])[CH3:60], predict the reactants needed to synthesize it. (2) Given the product [CH2:1]([O:5][C:6]1[N:14]=[C:13]2[C:9]([N:10]=[C:11]([OH:35])[N:12]2[CH2:15][C:16]2[CH:21]=[CH:20][CH:19]=[C:18]([C:22]([O:24][CH2:25][CH2:26][OH:27])=[O:23])[CH:17]=2)=[C:8]([NH2:36])[N:7]=1)[CH2:2][CH2:3][CH3:4], predict the reactants needed to synthesize it. The reactants are: [CH2:1]([O:5][C:6]1[N:14]=[C:13]2[C:9]([N:10]=[C:11]([OH:35])[N:12]2[CH2:15][C:16]2[CH:21]=[CH:20][CH:19]=[C:18]([C:22]([O:24][CH2:25][CH2:26][O:27]CC3C=CC=CC=3)=[O:23])[CH:17]=2)=[C:8]([NH2:36])[N:7]=1)[CH2:2][CH2:3][CH3:4].Cl.C1COCC1.